Task: Predict the reaction yield, written as a fraction of the theoretical maximum amount of product (1.0 means a 100% yield; for example, 0.34 means a 34% yield).. Dataset: Reaction yield outcomes from USPTO patents with 853,638 reactions (1) The catalyst is C1COCC1.CCO. The product is [OH:1][C:2]1[CH:7]=[CH:6][C:5]([C:8](=[C:24]2[CH2:29][C:28]([CH3:31])([CH3:30])[CH2:27][C:26]([CH3:33])([CH3:32])[CH2:25]2)[C:9]2[CH:14]=[CH:13][C:12]([O:15][CH2:16][CH2:17][CH2:18][C:19]([OH:21])=[O:20])=[CH:11][CH:10]=2)=[CH:4][CH:3]=1. The yield is 0.950. The reactants are [OH:1][C:2]1[CH:7]=[CH:6][C:5]([C:8](=[C:24]2[CH2:29][C:28]([CH3:31])([CH3:30])[CH2:27][C:26]([CH3:33])([CH3:32])[CH2:25]2)[C:9]2[CH:14]=[CH:13][C:12]([O:15][CH2:16][CH2:17][CH2:18][C:19]([O:21]CC)=[O:20])=[CH:11][CH:10]=2)=[CH:4][CH:3]=1.[OH-].[Na+].Cl. (2) The reactants are F.F.F.C(N(CC)CC)C.C(N(CC)CC)C.[Si]([O:35][CH2:36][C@H:37]1[O:41][C@@H:40]([N:42]2[CH:49]=[C:48]([CH3:50])[C:46](=[O:47])[NH:45][C:43]2=[O:44])[C@H:39]([O:51][CH2:52][CH2:53][O:54][N:55]([CH3:57])[CH3:56])[C@@H:38]1[OH:58])(C(C)(C)C)(C1C=CC=CC=1)C1C=CC=CC=1.CO. The catalyst is C1COCC1.C(Cl)Cl. The product is [CH3:56][N:55]([CH3:57])[O:54][CH2:53][CH2:52][O:51][C@@H:39]1[C@H:38]([OH:58])[C@@H:37]([CH2:36][OH:35])[O:41][C@H:40]1[N:42]1[CH:49]=[C:48]([CH3:50])[C:46](=[O:47])[NH:45][C:43]1=[O:44]. The yield is 0.925. (3) The product is [CH3:12][O:13][C:14]1[CH:15]=[C:16]([CH:19]=[CH:20][C:21]=1[O:22][CH3:23])[CH2:17][N:18]=[CH:10][C:8]1[S:7][C:6]2[N:1]=[CH:2][N:3]=[CH:4][C:5]=2[CH:9]=1. The reactants are [N:1]1[C:6]2[S:7][C:8]([CH:10]=O)=[CH:9][C:5]=2[CH:4]=[N:3][CH:2]=1.[CH3:12][O:13][C:14]1[CH:15]=[C:16]([CH:19]=[CH:20][C:21]=1[O:22][CH3:23])[CH2:17][NH2:18]. The catalyst is C(Cl)Cl. The yield is 1.00. (4) The yield is 0.800. The product is [CH:1]([C:4]1[N:5]=[C:6]([C:9]2[CH:18]=[C:17]([O:19][CH:20]3[CH2:38][CH:37]4[N:22]([C:23](=[O:59])[NH:24][CH2:25][CH2:26][CH2:27][CH2:28][CH2:29][CH:30]=[CH:31][CH:32]5[C:34]([C:40]([NH:42][S:43]([C:46]6([CH3:49])[CH2:48][CH2:47]6)(=[O:45])=[O:44])=[O:41])([NH:35][C:36]4=[O:39])[CH2:33]5)[CH2:21]3)[C:16]3[C:11](=[C:12]([CH3:62])[C:13]([O:60][CH3:61])=[CH:14][CH:15]=3)[N:10]=2)[S:7][CH:8]=1)([CH3:2])[CH3:3]. The catalyst is ClCCl. The reactants are [CH:1]([C:4]1[N:5]=[C:6]([C:9]2[CH:18]=[C:17]([O:19][CH:20]3[CH2:38][CH:37]4[N:22]([C:23](=[O:59])[N:24](CC5C=CC(OC)=CC=5)[CH2:25][CH2:26][CH2:27][CH2:28][CH2:29][CH:30]=[CH:31][CH:32]5[C:34]([C:40]([NH:42][S:43]([C:46]6([CH3:49])[CH2:48][CH2:47]6)(=[O:45])=[O:44])=[O:41])([NH:35][C:36]4=[O:39])[CH2:33]5)[CH2:21]3)[C:16]3[C:11](=[C:12]([CH3:62])[C:13]([O:60][CH3:61])=[CH:14][CH:15]=3)[N:10]=2)[S:7][CH:8]=1)([CH3:3])[CH3:2].C([SiH](CC)CC)C.C(O)(C(F)(F)F)=O. (5) The reactants are [Cl-].[Cl-].[Ca+2].O.[N+:5]([C:8]1[CH:13]=[CH:12][CH:11]=[CH:10][C:9]=1[S:14]([N:17]([CH3:19])[CH3:18])(=[O:16])=[O:15])([O-])=O. The catalyst is CCO.[Zn]. The product is [NH2:5][C:8]1[CH:13]=[CH:12][CH:11]=[CH:10][C:9]=1[S:14]([N:17]([CH3:19])[CH3:18])(=[O:16])=[O:15]. The yield is 0.450. (6) The reactants are [CH3:1][C:2]1[N:37]=[C:5]2[N:6]([CH2:33][C:34](=O)[CH3:35])[C:7](=[O:32])[C:8]([CH2:13][C:14]3[CH:19]=[CH:18][C:17]([C:20]4[CH:25]=[CH:24][CH:23]=[CH:22][C:21]=4[C:26]4[NH:30][C:29](=[O:31])[O:28][N:27]=4)=[CH:16][CH:15]=3)=[C:9]([CH2:10][CH2:11][CH3:12])[N:4]2[N:3]=1.Cl.[NH2:39][O:40][CH3:41].N1C=CC=CC=1.Cl. The catalyst is O.C(OCC)(=O)C. The product is [CH3:41][O:40]/[N:39]=[C:34](/[CH3:35])\[CH2:33][N:6]1[C:7](=[O:32])[C:8]([CH2:13][C:14]2[CH:19]=[CH:18][C:17]([C:20]3[CH:25]=[CH:24][CH:23]=[CH:22][C:21]=3[C:26]3[NH:30][C:29](=[O:31])[O:28][N:27]=3)=[CH:16][CH:15]=2)=[C:9]([CH2:10][CH2:11][CH3:12])[N:4]2[N:3]=[C:2]([CH3:1])[N:37]=[C:5]12. The yield is 0.0800.